This data is from NCI-60 drug combinations with 297,098 pairs across 59 cell lines. The task is: Regression. Given two drug SMILES strings and cell line genomic features, predict the synergy score measuring deviation from expected non-interaction effect. Drug 1: COC1=NC(=NC2=C1N=CN2C3C(C(C(O3)CO)O)O)N. Drug 2: CC=C1C(=O)NC(C(=O)OC2CC(=O)NC(C(=O)NC(CSSCCC=C2)C(=O)N1)C(C)C)C(C)C. Cell line: RXF 393. Synergy scores: CSS=20.6, Synergy_ZIP=-7.39, Synergy_Bliss=-2.08, Synergy_Loewe=-87.8, Synergy_HSA=-4.41.